Dataset: Full USPTO retrosynthesis dataset with 1.9M reactions from patents (1976-2016). Task: Predict the reactants needed to synthesize the given product. (1) Given the product [ClH:1].[CH3:8][O:9][C:10]([C:12]1[CH:13]=[CH:14][N:15]2[C:20]=1[C:19](=[O:21])[N:18]([CH2:22][C:23]1[CH:24]=[CH:25][CH:26]=[CH:27][CH:28]=1)[C:17]([CH:29]([N:32]([CH2:42][CH2:43][CH2:44][NH2:45])[C:33](=[O:41])[C:34]1[CH:35]=[CH:36][C:37]([CH3:40])=[CH:38][CH:39]=1)[CH2:30][CH3:31])=[N:16]2)=[O:11], predict the reactants needed to synthesize it. The reactants are: [ClH:1].O1CCOCC1.[CH3:8][O:9][C:10]([C:12]1[CH:13]=[CH:14][N:15]2[C:20]=1[C:19](=[O:21])[N:18]([CH2:22][C:23]1[CH:28]=[CH:27][CH:26]=[CH:25][CH:24]=1)[C:17]([CH:29]([N:32]([CH2:42][CH2:43][CH2:44][NH:45]C(OC(C)(C)C)=O)[C:33](=[O:41])[C:34]1[CH:39]=[CH:38][C:37]([CH3:40])=[CH:36][CH:35]=1)[CH2:30][CH3:31])=[N:16]2)=[O:11]. (2) Given the product [CH3:46][C:2]([CH3:1])([CH2:42][CH2:43][CH2:44][CH3:45])[C:3]([NH:5][CH2:6][CH:7]1[O:11][C:10]([CH3:12])([CH3:13])[N:9]([C:14]([O:16][C:17]([CH3:18])([CH3:19])[CH3:20])=[O:15])[C@H:8]1[CH2:21][C@H:22]([CH:26]([C:28]1[CH:33]=[CH:32][C:31]([CH2:34][CH3:35])=[C:30]([O:36][CH2:37][CH2:38][CH2:39][O:40][CH3:41])[CH:29]=1)[O:27][C:47](=[O:49])[CH3:48])[CH:23]([CH3:25])[CH3:24])=[O:4], predict the reactants needed to synthesize it. The reactants are: [CH3:1][C:2]([CH3:46])([CH2:42][CH2:43][CH2:44][CH3:45])[C:3]([NH:5][CH2:6][CH:7]1[O:11][C:10]([CH3:13])([CH3:12])[N:9]([C:14]([O:16][C:17]([CH3:20])([CH3:19])[CH3:18])=[O:15])[C@H:8]1[CH2:21][C@H:22]([CH:26]([C:28]1[CH:33]=[CH:32][C:31]([CH2:34][CH3:35])=[C:30]([O:36][CH2:37][CH2:38][CH2:39][O:40][CH3:41])[CH:29]=1)[OH:27])[CH:23]([CH3:25])[CH3:24])=[O:4].[C:47](OC(=O)C)(=[O:49])[CH3:48].N1C=CC=CC=1. (3) Given the product [Br:1][C:2]1[CH:3]=[CH:4][C:5]([N:8]([CH2:9][C:10]([O:12][C:13]([CH3:16])([CH3:15])[CH3:14])=[O:11])[S:18]([CH3:17])(=[O:20])=[O:19])=[CH:6][CH:7]=1, predict the reactants needed to synthesize it. The reactants are: [Br:1][C:2]1[CH:7]=[CH:6][C:5]([NH:8][CH2:9][C:10]([O:12][C:13]([CH3:16])([CH3:15])[CH3:14])=[O:11])=[CH:4][CH:3]=1.[CH3:17][S:18](Cl)(=[O:20])=[O:19].C(N(CC)CC)C. (4) The reactants are: [C:1]1([C@H:7]([NH:9][C:10]([C@H:12]2[CH2:17][CH2:16][C@H:15]([NH:18]C(=O)OC(C)(C)C)[CH2:14][CH2:13]2)=[O:11])[CH3:8])[CH:6]=[CH:5][CH:4]=[CH:3][CH:2]=1.C(Cl)[Cl:27]. Given the product [ClH:27].[NH2:18][C@H:15]1[CH2:16][CH2:17][C@H:12]([C:10]([NH:9][C@@H:7]([C:1]2[CH:2]=[CH:3][CH:4]=[CH:5][CH:6]=2)[CH3:8])=[O:11])[CH2:13][CH2:14]1, predict the reactants needed to synthesize it. (5) Given the product [CH3:17][C:16]([CH3:18])([CH3:19])[CH2:15][C:14]([NH:13][C:8]1[C:7]([CH3:21])=[C:6]([CH3:2])[C:5]2[O:4][C:3]([CH3:23])([CH3:22])[CH:11]([N:24]3[CH2:28][CH2:27][CH2:26][CH2:25]3)[C:10]=2[C:9]=1[CH3:12])=[O:20], predict the reactants needed to synthesize it. The reactants are: O[CH:2]1[C:6]2[C:7]([CH3:21])=[C:8]([NH:13][C:14](=[O:20])[CH2:15][C:16]([CH3:19])([CH3:18])[CH3:17])[C:9]([CH3:12])=[C:10]([CH3:11])[C:5]=2[O:4][C:3]1([CH3:23])[CH3:22].[NH:24]1[CH2:28][CH2:27][CH2:26][CH2:25]1. (6) Given the product [Cl:26][C:17]1[CH:18]=[C:19]([C@H:23]([OH:25])[CH3:24])[CH:20]=[C:21]([Cl:22])[C:16]=1[NH:15][C:7]1[C:8]2[CH:9]=[CH:10][NH:11][C:12](=[O:14])[C:13]=2[C:4]2[CH:3]=[C:2]([C:32]#[C:31][C@H:30]([OH:33])[CH3:29])[CH:28]=[CH:27][C:5]=2[N:6]=1, predict the reactants needed to synthesize it. The reactants are: Br[C:2]1[CH:28]=[CH:27][C:5]2[N:6]=[C:7]([NH:15][C:16]3[C:21]([Cl:22])=[CH:20][C:19]([CH:23]([OH:25])[CH3:24])=[CH:18][C:17]=3[Cl:26])[C:8]3[CH:9]=[CH:10][NH:11][C:12](=[O:14])[C:13]=3[C:4]=2[CH:3]=1.[CH3:29][C@@H:30]([OH:33])[C:31]#[CH:32].